Dataset: Full USPTO retrosynthesis dataset with 1.9M reactions from patents (1976-2016). Task: Predict the reactants needed to synthesize the given product. (1) The reactants are: C[O:2][C:3](=O)[N:4]([CH2:10][CH2:11][C:12]1[CH:17]=[CH:16][CH:15]=[CH:14][C:13]=1[Br:18])[CH2:5][CH2:6][CH2:7][CH2:8][CH3:9].FC(F)(F)S(OS(C(F)(F)F)(=O)=O)(=O)=O. Given the product [Br:18][C:13]1[CH:14]=[CH:15][CH:16]=[C:17]2[C:12]=1[CH2:11][CH2:10][N:4]([CH2:5][CH2:6][CH2:7][CH2:8][CH3:9])[C:3]2=[O:2], predict the reactants needed to synthesize it. (2) Given the product [CH2:1]([O:3][C:4](=[O:18])[C:5]([O:8][C:9]1[CH:10]=[CH:11][C:12]([CH2:15][CH2:16][NH:17][C:29](=[O:30])[CH2:28][C:27]2[C:22]([CH:19]3[CH2:20][CH2:21]3)=[N:23][C:24]([C:32]3[CH:33]=[CH:34][C:35]([C:38]([F:41])([F:40])[F:39])=[CH:36][CH:37]=3)=[N:25][CH:26]=2)=[CH:13][CH:14]=1)([CH3:7])[CH3:6])[CH3:2], predict the reactants needed to synthesize it. The reactants are: [CH2:1]([O:3][C:4](=[O:18])[C:5]([O:8][C:9]1[CH:14]=[CH:13][C:12]([CH2:15][CH2:16][NH2:17])=[CH:11][CH:10]=1)([CH3:7])[CH3:6])[CH3:2].[CH:19]1([C:22]2[C:27]([CH2:28][C:29](O)=[O:30])=[CH:26][N:25]=[C:24]([C:32]3[CH:37]=[CH:36][C:35]([C:38]([F:41])([F:40])[F:39])=[CH:34][CH:33]=3)[N:23]=2)[CH2:21][CH2:20]1.ClCC1C(C2CC2)=NC(C2C=CC(C(F)(F)F)=CC=2)=NC=1. (3) Given the product [NH2:8][C:9]1[CH:14]=[C:13]([Cl:15])[C:12]([C:1]#[N:2])=[CH:11][N:10]=1, predict the reactants needed to synthesize it. The reactants are: [CH3:1][N:2]1CCCC1=O.[NH2:8][C:9]1[CH:14]=[C:13]([Cl:15])[C:12](I)=[CH:11][N:10]=1.[NH4+].